This data is from Reaction yield outcomes from USPTO patents with 853,638 reactions. The task is: Predict the reaction yield, written as a fraction of the theoretical maximum amount of product (1.0 means a 100% yield; for example, 0.34 means a 34% yield). (1) The reactants are [NH:1]1[C:9]2[C:4](=[CH:5][CH:6]=[C:7]([NH2:10])[CH:8]=2)[CH:3]=[N:2]1. The catalyst is C(O)C.[Rh]. The product is [NH:1]1[C:9]2[CH2:8][CH:7]([NH2:10])[CH2:6][CH2:5][C:4]=2[CH:3]=[N:2]1. The yield is 0.370. (2) The reactants are [CH3:1][O:2][C:3]1[CH:8]=[N:7][N:6](COC)[C:5](=[O:12])[C:4]=1[C:13]1[CH:18]=[CH:17][C:16]([O:19][CH2:20][CH2:21][CH2:22][N:23]2[CH2:27][CH2:26][CH2:25][C@H:24]2[CH3:28])=[CH:15][CH:14]=1.Cl.[OH-].[Na+]. The catalyst is CO. The product is [CH3:1][O:2][C:3]1[CH:8]=[N:7][NH:6][C:5](=[O:12])[C:4]=1[C:13]1[CH:14]=[CH:15][C:16]([O:19][CH2:20][CH2:21][CH2:22][N:23]2[CH2:27][CH2:26][CH2:25][C@H:24]2[CH3:28])=[CH:17][CH:18]=1. The yield is 0.370. (3) The reactants are CS([C:5]1[N:10]=[C:9]([C:11]2[CH:12]=[C:13]3[CH:29]=[N:28][NH:27][C:14]3=[N:15][C:16]=2[C:17]2[CH:22]=[CH:21][CH:20]=[C:19]([C:23]([F:26])([F:25])[F:24])[CH:18]=2)[CH:8]=[CH:7][N:6]=1)(=O)=O.[CH3:30][O-:31].[Na+]. The catalyst is CO. The product is [CH3:30][O:31][C:5]1[N:10]=[C:9]([C:11]2[CH:12]=[C:13]3[CH:29]=[N:28][NH:27][C:14]3=[N:15][C:16]=2[C:17]2[CH:22]=[CH:21][CH:20]=[C:19]([C:23]([F:26])([F:25])[F:24])[CH:18]=2)[CH:8]=[CH:7][N:6]=1. The yield is 0.470. (4) The reactants are N[C:2]1[S:3][C:4]2[CH:10]=[C:9]([C:11]([O:13][CH3:14])=[O:12])[CH:8]=[C:7]([O:15][CH3:16])[C:5]=2[N:6]=1.N(OCCC(C)C)=O. The catalyst is CN(C=O)C. The product is [CH3:16][O:15][C:7]1[C:5]2[N:6]=[CH:2][S:3][C:4]=2[CH:10]=[C:9]([C:11]([O:13][CH3:14])=[O:12])[CH:8]=1. The yield is 0.230. (5) The reactants are [CH2:1]([O:3][CH:4]([O:19][CH2:20][CH3:21])[C@@H:5]([NH:7][CH2:8][C:9]1[CH:10]=[CH:11][CH:12]=[C:13]2[C:18]=1[N:17]=[CH:16][CH:15]=[CH:14]2)[CH3:6])[CH3:2].[NH:22]([C:35]([O:37][CH2:38][CH:39]1[C:51]2[C:46](=[CH:47][CH:48]=[CH:49][CH:50]=2)[C:45]2[C:40]1=[CH:41][CH:42]=[CH:43][CH:44]=2)=[O:36])[C@H:23]([C:32](O)=[O:33])[CH2:24][C:25](=[O:31])[O:26][C:27]([CH3:30])([CH3:29])[CH3:28].CN(C(ON1N=NC2C=CC=NC1=2)=[N+](C)C)C.F[P-](F)(F)(F)(F)F.CCN(C(C)C)C(C)C. The catalyst is CN(C=O)C.CC(=O)OCC.O. The product is [CH:41]1[C:40]2[CH:39]([CH2:38][O:37][C:35]([NH:22][C@H:23]([C:32]([N:7]([C@@H:5]([CH3:6])[CH:4]([O:19][CH2:20][CH3:21])[O:3][CH2:1][CH3:2])[CH2:8][C:9]3[CH:10]=[CH:11][CH:12]=[C:13]4[C:18]=3[N:17]=[CH:16][CH:15]=[CH:14]4)=[O:33])[CH2:24][C:25]([O:26][C:27]([CH3:28])([CH3:30])[CH3:29])=[O:31])=[O:36])[C:51]3[C:46](=[CH:47][CH:48]=[CH:49][CH:50]=3)[C:45]=2[CH:44]=[CH:43][CH:42]=1. The yield is 0.670. (6) The product is [C:48]1([C:43]2[CH:44]=[C:45]3[C:40](=[CH:41][CH:42]=2)[CH:39]=[CH:38][CH:47]=[CH:46]3)[CH:53]=[CH:52][CH:51]=[CH:50][CH:49]=1. The yield is 0.830. The reactants are [Cl-].COC[P+](C1C=CC=CC=1)(C1C=CC=CC=1)C1C=CC=CC=1.CC(C)([O-])C.[K+].C(C1C=C(C2C=CC=CC=2)C=CC=1[C:38]1[CH:47]=[CH:46][C:45]2[C:40](=[CH:41][CH:42]=[C:43]([C:48]3[CH:53]=[CH:52][CH:51]=[CH:50][CH:49]=3)[CH:44]=2)[CH:39]=1)=O. The catalyst is C1COCC1.C(OCC)C. (7) The reactants are [OH-].[OH-].[C:3]1([B+2])[CH:8]=[CH:7][CH:6]=[CH:5][CH:4]=1.P([O-])([O-])([O-])=O.[K+].[K+].[K+].Cl[C:19]1[CH:24]=[CH:23][C:22]([O:25][CH3:26])=[CH:21][CH:20]=1. The catalyst is C([O-])(=O)C.[Pd+2].C([O-])(=O)C.C1(P(C2CCCCC2)C2C=CC3C(=CC=CC=3)C=2C2C3C(=CC=CC=3)C=CC=2P(C2CCCCC2)C2CCCCC2)CCCCC1.O1CCOCC1. The product is [CH3:26][O:25][C:22]1[CH:23]=[CH:24][C:19]([C:3]2[CH:8]=[CH:7][CH:6]=[CH:5][CH:4]=2)=[CH:20][CH:21]=1. The yield is 0.940. (8) The reactants are [CH3:1][O:2][C:3]1[C:4]([N+:12]([O-:14])=[O:13])=[CH:5][C:6](C)=[C:7]([CH:10]=1)C#N.C(Cl)Cl.[CH3:18][C:19]([OH:21])=[O:20]. The catalyst is O.S(=O)(=O)(O)O. The product is [CH3:1][O:2][C:3]1[C:4]([N+:12]([O-:14])=[O:13])=[CH:5][C:6]([CH3:7])=[C:18]([CH:10]=1)[C:19]([OH:21])=[O:20]. The yield is 0.910.